This data is from Catalyst prediction with 721,799 reactions and 888 catalyst types from USPTO. The task is: Predict which catalyst facilitates the given reaction. (1) Reactant: [C:1]([O:5][C@@H:6]([C:11]1[C:40]([CH3:41])=[CH:39][N:38]2[N:42]=[C:35]3[CH:36]=[C:37]2[C:12]=1[N:13]1[CH2:48][CH2:47][C:16]([CH3:49])([O:17][CH2:18][CH:19]=[CH:20][CH2:21][C@H:22]([CH3:46])[O:23][C:24]2[CH:25]=[CH:26][C:27]([C:44]#[N:45])=[CH:28][C:29]=2[C:30]2[CH:43]=[C:34]3[CH:33]=[CH:32][CH:31]=2)[CH2:15][CH2:14]1)[C:7]([O:9]C)=[O:8])([CH3:4])([CH3:3])[CH3:2].C1COCC1.[OH-].[Na+]. Product: [C:1]([O:5][C@@H:6]([C:11]1[C:40]([CH3:41])=[CH:39][N:38]2[N:42]=[C:35]3[CH:36]=[C:37]2[C:12]=1[N:13]1[CH2:14][CH2:15][C:16]([CH3:49])([O:17][CH2:18][CH2:19][CH2:20][CH2:21][C@H:22]([CH3:46])[O:23][C:24]2[CH:25]=[CH:26][C:27]([C:44]#[N:45])=[CH:28][C:29]=2[C:30]2[CH:43]=[C:34]3[CH:33]=[CH:32][CH:31]=2)[CH2:47][CH2:48]1)[C:7]([OH:9])=[O:8])([CH3:4])([CH3:2])[CH3:3]. The catalyst class is: 687. (2) Reactant: C([O:3][C:4]([C:6]1[N:7]=[C:8]2[C:13]([C:14]#[N:15])=[CH:12][C:11]([C:16]3[CH:21]=[CH:20][CH:19]=[CH:18][CH:17]=3)=[CH:10][N:9]2[CH:22]=1)=[O:5])C.[OH-].[Na+]. Product: [C:14]([C:13]1[C:8]2[N:9]([CH:22]=[C:6]([C:4]([OH:5])=[O:3])[N:7]=2)[CH:10]=[C:11]([C:16]2[CH:17]=[CH:18][CH:19]=[CH:20][CH:21]=2)[CH:12]=1)#[N:15]. The catalyst class is: 301. (3) Reactant: [NH2:1][C:2]1[CH:3]=[CH:4][N:5]([CH3:27])[C:6]2[C:7]=1[CH:8]=[CH:9][C:10]1[N:19]([C:20]3[CH:25]=[CH:24][C:23]([F:26])=[CH:22][CH:21]=3)[CH2:18][CH:17]=[C:12]3[NH:13][C:14](=[O:16])[C:15]=2[C:11]=13.C(N(CC)C(C)C)(C)C.[N:37]([C:40]1[CH:45]=[CH:44][CH:43]=[C:42]([O:46][C:47]2[CH:52]=[CH:51][CH:50]=[CH:49][CH:48]=2)[CH:41]=1)=[C:38]=[O:39]. Product: [F:26][C:23]1[CH:22]=[CH:21][C:20]([N:19]2[C:10]3=[C:11]4[C:15](=[C:6]5[N:5]([CH3:27])[CH:4]=[CH:3][C:2]([NH:1][C:38]([NH:37][C:40]6[CH:45]=[CH:44][CH:43]=[C:42]([O:46][C:47]7[CH:52]=[CH:51][CH:50]=[CH:49][CH:48]=7)[CH:41]=6)=[O:39])=[C:7]5[CH:8]=[CH:9]3)[C:14](=[O:16])[NH:13][C:12]4=[CH:17][CH2:18]2)=[CH:25][CH:24]=1. The catalyst class is: 80. (4) Reactant: Br[CH2:2][C:3]([N:5]([C:18]1[CH:23]=[CH:22][C:21]([CH3:24])=[C:20]([CH3:25])[CH:19]=1)[CH2:6][CH2:7][C:8]1[CH:13]=[CH:12][C:11]([C:14]([F:17])([F:16])[F:15])=[CH:10][CH:9]=1)=[O:4].[N:26]1[C:30]2[CH:31]=[CH:32][CH:33]=[CH:34][C:29]=2[NH:28][CH:27]=1.C(=O)([O-])[O-].[K+].[K+]. Product: [N:26]1([CH2:2][C:3]([N:5]([C:18]2[CH:23]=[CH:22][C:21]([CH3:24])=[C:20]([CH3:25])[CH:19]=2)[CH2:6][CH2:7][C:8]2[CH:13]=[CH:12][C:11]([C:14]([F:17])([F:16])[F:15])=[CH:10][CH:9]=2)=[O:4])[C:30]2[CH:31]=[CH:32][CH:33]=[CH:34][C:29]=2[N:28]=[CH:27]1. The catalyst class is: 10. (5) Reactant: [CH:1]1[CH:6]=[C:5]2[CH:7]=[CH:8][CH:9]=[C:10]([CH:11]=[O:12])[C:4]2=[CH:3][CH:2]=1.C(O[CH2:17][CH:18]=[CH2:19])(=O)C.O.CCN(CC)CC.CC1C(C)=C(C)C(C)=C(C)C=1C. Product: [C:10]1([CH:11]([OH:12])[CH2:19][CH:18]=[CH2:17])[C:4]2[C:5](=[CH:6][CH:1]=[CH:2][CH:3]=2)[CH:7]=[CH:8][CH:9]=1. The catalyst class is: 12. (6) Reactant: [CH2:1]([SH:4])[CH2:2][CH3:3].C[O-].[Na+].Cl[C:9]1[O:10][C:11]([CH2:21][CH2:22][C:23]([O:25][CH3:26])=[O:24])=[C:12]([C:14]2[CH:19]=[CH:18][C:17]([Cl:20])=[CH:16][CH:15]=2)[N:13]=1. Product: [Cl:20][C:17]1[CH:16]=[CH:15][C:14]([C:12]2[N:13]=[C:9]([S:4][CH2:1][CH2:2][CH3:3])[O:10][C:11]=2[CH2:21][CH2:22][C:23]([O:25][CH3:26])=[O:24])=[CH:19][CH:18]=1. The catalyst class is: 5.